From a dataset of Forward reaction prediction with 1.9M reactions from USPTO patents (1976-2016). Predict the product of the given reaction. (1) Given the reactants [NH2:1][C:2]1[N:3]=[C:4]2[C:9]([N:10]3[CH2:15][CH2:14][O:13][CH2:12][CH2:11]3)=[CH:8][CH:7]=[N:6][N:5]2[C:16]=1[C:17]1[CH:18]=[CH:19][C:20]([N:23]2[CH2:28][CH2:27][N:26]([C:29]([O:31][C:32]([CH3:35])([CH3:34])[CH3:33])=[O:30])[CH2:25][CH2:24]2)=[N:21][CH:22]=1.[N:36]1[C:45]2[C:40](=[CH:41][CH:42]=[CH:43][CH:44]=2)[CH:39]=[CH:38][C:37]=1[CH:46]=O, predict the reaction product. The product is: [O:13]1[CH2:12][CH2:11][N:10]([C:9]2[C:4]3[N:5]([C:16]([C:17]4[CH:18]=[CH:19][C:20]([N:23]5[CH2:24][CH2:25][N:26]([C:29]([O:31][C:32]([CH3:35])([CH3:34])[CH3:33])=[O:30])[CH2:27][CH2:28]5)=[N:21][CH:22]=4)=[C:2]([NH:1][CH2:46][C:37]4[CH:38]=[CH:39][C:40]5[C:45](=[CH:44][CH:43]=[CH:42][CH:41]=5)[N:36]=4)[N:3]=3)[N:6]=[CH:7][CH:8]=2)[CH2:15][CH2:14]1. (2) Given the reactants [F:1][CH2:2][C:3]([CH2:21][F:22])([O:10][C:11]1[CH:16]=[CH:15][C:14]([C:17]([F:20])([F:19])[F:18])=[CH:13][CH:12]=1)[C:4]#[C:5][C:6]([O:8][CH3:9])=[O:7], predict the reaction product. The product is: [F:22][CH2:21][C:3]1([CH2:2][F:1])[CH:4]=[C:5]([C:6]([O:8][CH3:9])=[O:7])[C:12]2[CH:13]=[C:14]([C:17]([F:18])([F:19])[F:20])[CH:15]=[CH:16][C:11]=2[O:10]1. (3) Given the reactants [CH:1]1([CH2:4][O:5][C:6]2[N:11]=[N:10][C:9]([NH2:12])=[CH:8][CH:7]=2)[CH2:3][CH2:2]1.Br[CH2:14][C:15]([C:17]1[CH:22]=[CH:21][C:20]2[O:23][CH2:24][O:25][C:19]=2[CH:18]=1)=O.C(=O)([O-])O.[Na+], predict the reaction product. The product is: [CH2:24]1[O:23][C:20]2[CH:21]=[CH:22][C:17]([C:15]3[N:12]=[C:9]4[CH:8]=[CH:7][C:6]([O:5][CH2:4][CH:1]5[CH2:2][CH2:3]5)=[N:11][N:10]4[CH:14]=3)=[CH:18][C:19]=2[O:25]1. (4) Given the reactants [F:1][C:2]1[CH:7]=[CH:6][C:5]([O:8][CH3:9])=[CH:4][C:3]=1[C:10]1[CH:15]=[CH:14][C:13]([CH2:16]O)=[CH:12][C:11]=1[C:18]1[N:22]([CH:23]([CH3:25])[CH3:24])[CH:21]=[N:20][N:19]=1.O=S(Cl)[Cl:28], predict the reaction product. The product is: [Cl:28][CH2:16][C:13]1[CH:14]=[CH:15][C:10]([C:3]2[CH:4]=[C:5]([O:8][CH3:9])[CH:6]=[CH:7][C:2]=2[F:1])=[C:11]([C:18]2[N:22]([CH:23]([CH3:25])[CH3:24])[CH:21]=[N:20][N:19]=2)[CH:12]=1. (5) Given the reactants [N+:1]([C:4]1[CH:20]=[C:19]([C:21]([F:24])([F:23])[F:22])[CH:18]=[CH:17][C:5]=1[O:6][C:7]1[CH:16]=[CH:15][CH:14]=[CH:13][C:8]=1[C:9]([O:11][CH3:12])=[O:10])([O-])=O, predict the reaction product. The product is: [NH2:1][C:4]1[CH:20]=[C:19]([C:21]([F:22])([F:23])[F:24])[CH:18]=[CH:17][C:5]=1[O:6][C:7]1[CH:16]=[CH:15][CH:14]=[CH:13][C:8]=1[C:9]([O:11][CH3:12])=[O:10]. (6) Given the reactants [CH3:1][N:2]([CH3:48])[C:3]([C:5]1[CH:10]=[CH:9][CH:8]=[CH:7][C:6]=1[N:11]1[CH2:16][CH2:15][N:14]([C:17](=[O:47])[C@H:18]([NH:27][C:28]([C@@H:30]2[CH2:39][C:38]3[C:33](=[CH:34][CH:35]=[CH:36][CH:37]=3)[CH2:32][N:31]2C(OC(C)(C)C)=O)=[O:29])[CH2:19][C:20]2[CH:25]=[CH:24][C:23]([Cl:26])=[CH:22][CH:21]=2)[CH2:13][CH2:12]1)=[O:4].Cl, predict the reaction product. The product is: [CH2:32]1[C:33]2[C:38](=[CH:37][CH:36]=[CH:35][CH:34]=2)[CH2:39][C@@H:30]([C:28]([NH:27][C@H:18]([CH2:19][C:20]2[CH:25]=[CH:24][C:23]([Cl:26])=[CH:22][CH:21]=2)[C:17]([N:14]2[CH2:13][CH2:12][N:11]([C:6]3[CH:7]=[CH:8][CH:9]=[CH:10][C:5]=3[C:3]([N:2]([CH3:1])[CH3:48])=[O:4])[CH2:16][CH2:15]2)=[O:47])=[O:29])[NH:31]1.